From a dataset of Catalyst prediction with 721,799 reactions and 888 catalyst types from USPTO. Predict which catalyst facilitates the given reaction. (1) Reactant: [C:1](Cl)(Cl)=[O:2].[C:5]([O:9][C:10](=[O:31])[NH:11][CH2:12][C@H:13]([OH:30])[CH2:14][NH:15][C:16]1[CH:17]=[C:18]2[C:22](=[C:23]([F:25])[CH:24]=1)[N:21]([CH:26]([CH3:28])[CH3:27])[C:20](=[O:29])[CH2:19]2)([CH3:8])([CH3:7])[CH3:6].C(N(CC)CC)C. Product: [C:5]([O:9][C:10](=[O:31])[NH:11][CH2:12][C@@H:13]1[O:30][C:1](=[O:2])[N:15]([C:16]2[CH:17]=[C:18]3[C:22](=[C:23]([F:25])[CH:24]=2)[N:21]([CH:26]([CH3:27])[CH3:28])[C:20](=[O:29])[CH2:19]3)[CH2:14]1)([CH3:7])([CH3:6])[CH3:8]. The catalyst class is: 4. (2) Reactant: [C:1]([NH:22][C@@H:23]([CH2:28][CH2:29][CH2:30][CH2:31][NH:32][C:33](=[O:43])[CH2:34]/[CH:35]=[CH:36]/[C:37]1[CH:38]=[N:39][CH:40]=[CH:41][CH:42]=1)[C:24]([O:26]C)=[O:25])(=[O:21])[CH2:2][CH2:3][CH2:4]/[CH:5]=[CH:6]\[CH2:7]/[CH:8]=[CH:9]\[CH2:10]/[CH:11]=[CH:12]\[CH2:13]/[CH:14]=[CH:15]\[CH2:16]/[CH:17]=[CH:18]\[CH2:19][CH3:20].[OH-].[Na+].Cl. Product: [C:1]([NH:22][C@@H:23]([CH2:28][CH2:29][CH2:30][CH2:31][NH:32][C:33](=[O:43])[CH2:34]/[CH:35]=[CH:36]/[C:37]1[CH:38]=[N:39][CH:40]=[CH:41][CH:42]=1)[C:24]([OH:26])=[O:25])(=[O:21])[CH2:2][CH2:3][CH2:4]/[CH:5]=[CH:6]\[CH2:7]/[CH:8]=[CH:9]\[CH2:10]/[CH:11]=[CH:12]\[CH2:13]/[CH:14]=[CH:15]\[CH2:16]/[CH:17]=[CH:18]\[CH2:19][CH3:20]. The catalyst class is: 1. (3) Reactant: [Cl:1][C:2]1[CH:24]=[C:23]([Cl:25])[C:22]([C:26]2[CH:31]=[CH:30][CH:29]=[CH:28][N:27]=2)=[CH:21][C:3]=1[C:4]([NH:6][C:7]1[N:11]([C:12]2[CH:17]=[CH:16][CH:15]=[CH:14][CH:13]=2)[N:10]=[C:9]([C:18]([OH:20])=O)[CH:8]=1)=[O:5].[CH3:32][C:33]1[C:37]([NH2:38])=[C:36]([CH3:39])[NH:35][N:34]=1.CCN(C(C)C)C(C)C.F[P-](F)(F)(F)(F)F.CN(C(N(C)C)=[N+]1C2C(=NC=CC=2)[N+]([O-])=N1)C. Product: [Cl:1][C:2]1[CH:24]=[C:23]([Cl:25])[C:22]([C:26]2[CH:31]=[CH:30][CH:29]=[CH:28][N:27]=2)=[CH:21][C:3]=1[C:4]([NH:6][C:7]1[N:11]([C:12]2[CH:17]=[CH:16][CH:15]=[CH:14][CH:13]=2)[N:10]=[C:9]([C:18]([NH:38][C:37]2[C:33]([CH3:32])=[N:34][NH:35][C:36]=2[CH3:39])=[O:20])[CH:8]=1)=[O:5]. The catalyst class is: 3. (4) Reactant: [C:1]([C:4]1[CH:5]=[C:6]2[C:11](=[CH:12][CH:13]=1)[C:9](=[O:10])[O:8][CH2:7]2)(O)=[O:2].C1(C)C=CC=CC=1.S(Cl)([Cl:23])=O.CN(C)C=O. Product: [Cl:23][C:1]([C:4]1[CH:5]=[C:6]2[C:11](=[CH:12][CH:13]=1)[C:9](=[O:10])[O:8][CH2:7]2)=[O:2]. The catalyst class is: 194. (5) Reactant: [N:1]([C:8]([O:10][C:11]([CH3:14])([CH3:13])[CH3:12])=[O:9])([CH3:7])[C@H:2]([C:4]([OH:6])=O)[CH3:3].CCN(C(C)C)C(C)C.CN(C(ON1N=NC2C=CC=NC1=2)=[N+](C)C)C.F[P-](F)(F)(F)(F)F.Cl.[CH2:49]([O:56][C:57]([C@@H:59]1[CH2:63][C@H:62]([NH:64][C:65]([O:67][CH2:68][CH:69]2[C:81]3[CH:80]=[CH:79][CH:78]=[CH:77][C:76]=3[C:75]3[C:70]2=[CH:71][CH:72]=[CH:73][CH:74]=3)=[O:66])[CH2:61][N:60]1[C:82](=[O:91])[C@@H:83]([NH2:90])[CH:84]1[CH2:89][CH2:88][CH2:87][CH2:86][CH2:85]1)=[O:58])[C:50]1[CH:55]=[CH:54][CH:53]=[CH:52][CH:51]=1. Product: [CH2:49]([O:56][C:57]([C@@H:59]1[CH2:63][C@H:62]([NH:64][C:65]([O:67][CH2:68][CH:69]2[C:81]3[CH:80]=[CH:79][CH:78]=[CH:77][C:76]=3[C:75]3[C:70]2=[CH:71][CH:72]=[CH:73][CH:74]=3)=[O:66])[CH2:61][N:60]1[C:82](=[O:91])[C@@H:83]([NH:90][C:4](=[O:6])[C@@H:2]([N:1]([C:8]([O:10][C:11]([CH3:14])([CH3:13])[CH3:12])=[O:9])[CH3:7])[CH3:3])[CH:84]1[CH2:89][CH2:88][CH2:87][CH2:86][CH2:85]1)=[O:58])[C:50]1[CH:51]=[CH:52][CH:53]=[CH:54][CH:55]=1. The catalyst class is: 3. (6) Product: [CH3:1][CH:2]([O:3][C@@H:4]([CH2:8][N:9]([C:14]1[CH:19]=[CH:18][C:17]([O:20][C:21]2[CH:26]=[CH:25][C:24]([C:27]([F:29])([F:28])[F:30])=[CH:23][CH:22]=2)=[CH:16][CH:15]=1)[S:10]([CH3:13])(=[O:11])=[O:12])[C:5]([O:6][CH3:32])=[O:7])[CH3:31]. Reactant: [CH3:1][C:2]1([CH3:31])[O:6][C:5](=[O:7])[C@H:4]([CH2:8][N:9]([C:14]2[CH:19]=[CH:18][C:17]([O:20][C:21]3[CH:26]=[CH:25][C:24]([C:27]([F:30])([F:29])[F:28])=[CH:23][CH:22]=3)=[CH:16][CH:15]=2)[S:10]([CH3:13])(=[O:12])=[O:11])[O:3]1.[CH2:32]([SiH](CC)CC)C.CO.CCOCC.O. The catalyst class is: 388.